From a dataset of TCR-epitope binding with 47,182 pairs between 192 epitopes and 23,139 TCRs. Binary Classification. Given a T-cell receptor sequence (or CDR3 region) and an epitope sequence, predict whether binding occurs between them. The epitope is FVRATATIPI. The TCR CDR3 sequence is CASSFGLYEQYF. Result: 1 (the TCR binds to the epitope).